Dataset: Full USPTO retrosynthesis dataset with 1.9M reactions from patents (1976-2016). Task: Predict the reactants needed to synthesize the given product. Given the product [F:22][C:23]1[CH:24]=[C:25]([C:29]2[O:3][N:1]=[C:4]3[CH:5]=[CH:6][C:7]([C:10]4[N:14]([C:15]5[CH:20]=[CH:19][C:18]([CH3:21])=[CH:17][CH:16]=5)[N:13]=[CH:12][CH:11]=4)=[CH:8][C:9]=23)[CH:26]=[CH:27][CH:28]=1, predict the reactants needed to synthesize it. The reactants are: [N+:1]([C:4]1[CH:9]=[CH:8][C:7]([C:10]2[N:14]([C:15]3[CH:20]=[CH:19][C:18]([CH3:21])=[CH:17][CH:16]=3)[N:13]=[CH:12][CH:11]=2)=[CH:6][CH:5]=1)([O-:3])=O.[F:22][C:23]1[CH:24]=[C:25]([CH2:29]C#N)[CH:26]=[CH:27][CH:28]=1.